From a dataset of Full USPTO retrosynthesis dataset with 1.9M reactions from patents (1976-2016). Predict the reactants needed to synthesize the given product. (1) Given the product [Br:1][C:2]1[C:3]([N:12]2[CH2:17][CH2:16][N:15]([CH2:18][C:19]3[CH:20]=[N:21][CH:22]=[CH:23][CH:24]=3)[CH2:14][CH2:13]2)=[C:4]2[N:9]=[C:31]([C:30]3[CH:33]=[CH:34][C:27]([O:26][CH3:25])=[CH:28][CH:29]=3)[NH:8][C:5]2=[N:6][CH:7]=1, predict the reactants needed to synthesize it. The reactants are: [Br:1][C:2]1[C:3]([N:12]2[CH2:17][CH2:16][N:15]([CH2:18][C:19]3[CH:20]=[N:21][CH:22]=[CH:23][CH:24]=3)[CH2:14][CH2:13]2)=[C:4]([N+:9]([O-])=O)[C:5]([NH2:8])=[N:6][CH:7]=1.[CH3:25][O:26][C:27]1[CH:34]=[CH:33][C:30]([CH:31]=O)=[CH:29][CH:28]=1.[O-]S(S([O-])=O)=O.[Na+].[Na+]. (2) Given the product [O:11]=[CH:12][CH2:13][CH2:14][CH:15]1[CH2:16][CH2:17][N:18]([C:21]([O:9][CH2:5][C:6]2[CH:16]=[CH:15][CH:14]=[CH:13][CH:12]=2)=[O:23])[CH2:19][CH2:20]1, predict the reactants needed to synthesize it. The reactants are: CS(C)=O.[C:5](Cl)(=[O:9])[C:6](Cl)=O.[OH:11][CH2:12][CH2:13][CH2:14][CH:15]1[CH2:20][CH2:19][N:18]([C:21]([OH:23])=O)[CH2:17][CH2:16]1.Cl. (3) Given the product [C:13]1([C:12]2[CH:24]=[CH:25][C:9]([C:19]([O:21][CH2:22][CH3:23])=[O:20])=[N:8][C:7]=2[C:1]2[CH:6]=[CH:5][CH:4]=[CH:3][CH:2]=2)[CH:18]=[CH:17][CH:16]=[CH:15][CH:14]=1, predict the reactants needed to synthesize it. The reactants are: [C:1]1([C:7]2[N:8]=[C:9]([C:19]([O:21][CH2:22][CH3:23])=[O:20])N=N[C:12]=2[C:13]2[CH:18]=[CH:17][CH:16]=[CH:15][CH:14]=2)[CH:6]=[CH:5][CH:4]=[CH:3][CH:2]=1.[CH:24](N1CCCC1)=[CH2:25]. (4) Given the product [Cl:1][C:2]1[CH:7]=[CH:6][N:5]([C:8]2[CH:13]=[CH:12][CH:11]=[CH:10][C:9]=2[CH3:14])[C:4](=[O:15])[C:3]=1[CH:16]=[N:19][OH:20], predict the reactants needed to synthesize it. The reactants are: [Cl:1][C:2]1[CH:7]=[CH:6][N:5]([C:8]2[CH:13]=[CH:12][CH:11]=[CH:10][C:9]=2[CH3:14])[C:4](=[O:15])[C:3]=1[CH:16]=O.Cl.[NH2:19][OH:20].Cl. (5) Given the product [CH:1]([O:4][C:5]([C:7]1[N:8]([CH:12]2[C:21]3[C:16](=[CH:17][CH:18]=[C:19]([NH:22][S:30]([CH3:29])(=[O:32])=[O:31])[CH:20]=3)[CH2:15][CH2:14][CH2:13]2)[CH:9]=[N:10][CH:11]=1)=[O:6])([CH3:3])[CH3:2], predict the reactants needed to synthesize it. The reactants are: [CH:1]([O:4][C:5]([C:7]1[N:8]([CH:12]2[C:21]3[C:16](=[CH:17][CH:18]=[C:19]([NH2:22])[CH:20]=3)[CH2:15][CH2:14][CH2:13]2)[CH:9]=[N:10][CH:11]=1)=[O:6])([CH3:3])[CH3:2].N1C=CC=CC=1.[CH3:29][S:30](Cl)(=[O:32])=[O:31]. (6) Given the product [CH:19]1([C:22]2[CH:23]=[C:24]([NH:25][C:15](=[O:17])[CH2:14][C:9]3[NH:10][C:11](=[O:13])[CH:12]=[C:7]([N:1]4[CH2:2][CH2:3][O:4][CH2:5][CH2:6]4)[N:8]=3)[CH:26]=[CH:27][CH:28]=2)[CH2:21][CH2:20]1, predict the reactants needed to synthesize it. The reactants are: [N:1]1([C:7]2[N:8]=[C:9]([CH2:14][C:15]([O-:17])=O)[NH:10][C:11](=[O:13])[CH:12]=2)[CH2:6][CH2:5][O:4][CH2:3][CH2:2]1.[Na+].[CH:19]1([C:22]2[CH:23]=[C:24]([CH:26]=[CH:27][CH:28]=2)[NH2:25])[CH2:21][CH2:20]1. (7) Given the product [NH2:1][C:2]1[CH:3]=[C:4]([CH:18]=[C:19]([Cl:22])[C:20]=1[F:21])[C:5]([NH:7][CH2:8][C:9]1[CH:14]=[CH:13][C:12]([C:15]#[N:16])=[CH:11][C:10]=1[O:17][CH2:24][C:25](=[O:26])[NH2:27])=[O:6], predict the reactants needed to synthesize it. The reactants are: [NH2:1][C:2]1[CH:3]=[C:4]([CH:18]=[C:19]([Cl:22])[C:20]=1[F:21])[C:5]([NH:7][CH2:8][C:9]1[CH:14]=[CH:13][C:12]([C:15]#[N:16])=[CH:11][C:10]=1[OH:17])=[O:6].I[CH2:24][C:25]([NH2:27])=[O:26]. (8) The reactants are: CC1(C)C[CH2:10][C:9]2[N:8]([C:12]3[CH:17]=[CH:16][CH:15]=[C:14]([C:18]([F:21])([F:20])[F:19])[CH:13]=3)[C:7](=[O:22])[NH:6][CH:5]([C:23]3[CH:30]=[CH:29][C:26]([C:27]#[N:28])=[CH:25][CH:24]=3)[C:4]=2[C:3]1=[O:31].BrC1C=[CH:38][C:37]([CH:40]2C3C(=O)CC(C)(C)CC=3N(C3C=C[CH:38]=[C:37]([C:40](F)(F)F)[CH:36]=3)C(=O)N2)=[CH:36]C=1. Given the product [CH3:36][C:37]1([CH3:40])[CH2:10][C:9]2[N:8]([C:12]3[CH:17]=[CH:16][CH:15]=[C:14]([C:18]([F:21])([F:20])[F:19])[CH:13]=3)[C:7](=[O:22])[NH:6][CH:5]([C:23]3[CH:24]=[CH:25][C:26]([C:27]#[N:28])=[CH:29][CH:30]=3)[C:4]=2[C:3](=[O:31])[CH2:38]1, predict the reactants needed to synthesize it. (9) Given the product [OH:2][C:3]1[CH:4]=[C:5]2[C:9](=[CH:10][CH:11]=1)[N:8]([S:12]([C:15]1[CH:20]=[CH:19][CH:18]=[CH:17][CH:16]=1)(=[O:14])=[O:13])[N:7]=[C:6]2[CH:21]=[O:22], predict the reactants needed to synthesize it. The reactants are: C[O:2][C:3]1[CH:4]=[C:5]2[C:9](=[CH:10][CH:11]=1)[N:8]([S:12]([C:15]1[CH:20]=[CH:19][CH:18]=[CH:17][CH:16]=1)(=[O:14])=[O:13])[N:7]=[C:6]2[CH:21]=[O:22].B(Br)(Br)Br. (10) Given the product [Br:1][C:2]1[N:7]=[C:6]([CH2:8][N:16]2[CH2:17][CH2:18][O:19][CH2:20][C@@H:15]2[CH3:14])[CH:5]=[CH:4][CH:3]=1, predict the reactants needed to synthesize it. The reactants are: [Br:1][C:2]1[N:7]=[C:6]([CH:8]=O)[CH:5]=[CH:4][CH:3]=1.ClC(Cl)C.[CH3:14][C@H:15]1[CH2:20][O:19][CH2:18][CH2:17][NH:16]1.C(N(CC)CC)C.C(O[BH-](OC(=O)C)OC(=O)C)(=O)C.[Na+].